Dataset: Full USPTO retrosynthesis dataset with 1.9M reactions from patents (1976-2016). Task: Predict the reactants needed to synthesize the given product. (1) The reactants are: [NH:1]1[C:5]2=[N:6][CH:7]=[C:8]([C:10](O)=O)[CH:9]=[C:4]2[CH:3]=[CH:2]1.[Li+].C[Si]([N-][Si](C)(C)C)(C)C.[CH3:23][N:24]([CH3:34])[C:25]1[CH:30]=[CH:29][C:28]([C:31](=O)[CH3:32])=[CH:27][CH:26]=1.O.[NH2:36][NH2:37]. Given the product [CH3:23][N:24]([CH3:34])[C:25]1[CH:30]=[CH:29][C:28]([C:31]2[NH:37][N:36]=[C:10]([C:8]3[CH:9]=[C:4]4[CH:3]=[CH:2][NH:1][C:5]4=[N:6][CH:7]=3)[CH:32]=2)=[CH:27][CH:26]=1, predict the reactants needed to synthesize it. (2) Given the product [CH3:1][CH:2]([CH2:9][CH:10]([CH3:18])[CH2:11][CH2:12][CH2:13][CH2:14][CH2:15][CH2:16][CH3:17])[CH2:3][C:4]([OH:6])=[O:5], predict the reactants needed to synthesize it. The reactants are: [CH3:1][CH:2]([CH2:9][CH:10]([CH3:18])[CH2:11][CH2:12][CH2:13][CH2:14][CH2:15][CH2:16][CH3:17])[CH2:3][C:4]([O:6]CC)=[O:5].CO.[OH-].[Na+]. (3) Given the product [C:29]([O:28][C:26]([N:20]1[CH2:25][CH2:24][N:23]([CH2:39][C:40]([NH:41][C:5]2[CH:6]=[C:7]([C:9]([F:10])([F:11])[F:12])[CH:8]=[C:3]([C:2]([F:1])([F:18])[F:19])[CH:4]=2)=[O:34])[CH2:22][CH2:21]1)=[O:27])([CH3:32])([CH3:31])[CH3:30], predict the reactants needed to synthesize it. The reactants are: [F:1][C:2]([F:19])([F:18])[C:3]1[CH:4]=[C:5](C(Cl)C(N)=O)[CH:6]=[C:7]([C:9]([F:12])([F:11])[F:10])[CH:8]=1.[N:20]1([C:26]([O:28][C:29]([CH3:32])([CH3:31])[CH3:30])=[O:27])[CH2:25][CH2:24][NH:23][CH2:22][CH2:21]1.C([O-])([O-])=[O:34].[K+].[K+].[CH3:39][C:40]#[N:41]. (4) Given the product [F:33][C:34]1[CH:35]=[C:36]([CH:37]=[O:38])[CH:39]=[C:40]([F:51])[C:41]=1[C:2]1[N:7]=[C:6]([C:8]([NH:10][C:11]2[CH:12]=[N:13][CH:14]=[CH:15][C:16]=2[C@@H:17]2[CH2:22][C@H:21]([CH3:23])[CH2:20][C@H:19]([NH:24][C:25](=[O:31])[O:26][C:27]([CH3:28])([CH3:30])[CH3:29])[CH2:18]2)=[O:9])[CH:5]=[CH:4][C:3]=1[F:32], predict the reactants needed to synthesize it. The reactants are: Br[C:2]1[N:7]=[C:6]([C:8]([NH:10][C:11]2[CH:12]=[N:13][CH:14]=[CH:15][C:16]=2[C@@H:17]2[CH2:22][C@H:21]([CH3:23])[CH2:20][C@H:19]([NH:24][C:25](=[O:31])[O:26][C:27]([CH3:30])([CH3:29])[CH3:28])[CH2:18]2)=[O:9])[CH:5]=[CH:4][C:3]=1[F:32].[F:33][C:34]1[CH:35]=[C:36]([CH:39]=[C:40]([F:51])[C:41]=1B1OC(C)(C)C(C)(C)O1)[CH:37]=[O:38]. (5) Given the product [F:10][C:11]1[C:16]([F:17])=[CH:15][CH:14]=[CH:13][C:12]=1[C@@:18]([NH:23][S@@:24]([C:26]([CH3:29])([CH3:28])[CH3:27])=[O:25])([CH2:20][CH:21]=[O:22])[CH3:19], predict the reactants needed to synthesize it. The reactants are: C(N(CC)C(C)C)(C)C.[F:10][C:11]1[C:16]([F:17])=[CH:15][CH:14]=[CH:13][C:12]=1[C@@:18]([NH:23][S@@:24]([C:26]([CH3:29])([CH3:28])[CH3:27])=[O:25])([CH2:20][CH2:21][OH:22])[CH3:19].S(=O)(=O)=O.N1C=CC=CC=1.O.